This data is from Full USPTO retrosynthesis dataset with 1.9M reactions from patents (1976-2016). The task is: Predict the reactants needed to synthesize the given product. (1) Given the product [N:13]1([C:2]2[C:3]([O:12][CH3:20])=[CH:4][CH:5]=[C:6]3[C:11]=2[N:10]=[CH:9][CH:8]=[CH:7]3)[CH2:19][CH2:18][CH2:17][NH:16][CH2:15][CH2:14]1, predict the reactants needed to synthesize it. The reactants are: Br[C:2]1[C:3]([OH:12])=[CH:4][CH:5]=[C:6]2[C:11]=1[N:10]=[CH:9][CH:8]=[CH:7]2.[NH:13]1[CH2:19][CH2:18][CH2:17][NH:16][CH2:15][CH2:14]1.[CH3:20]C(C)([O-])C.[Na+]. (2) The reactants are: C[O:2][C:3]([C:5]1[S:6][C:7]([C:11]2[CH:16]=[CH:15][C:14]([O:17][CH2:18][C:19]3[C:20]([C:27]4[CH:32]=[CH:31][CH:30]=[CH:29][C:28]=4[O:33][C:34]([F:37])([F:36])[F:35])=[N:21][O:22][C:23]=3[CH:24]([CH3:26])[CH3:25])=[CH:13][C:12]=2[CH3:38])=[C:8]([CH3:10])[CH:9]=1)=O.O.[NH2:40][NH2:41]. Given the product [CH:24]([C:23]1[O:22][N:21]=[C:20]([C:27]2[CH:32]=[CH:31][CH:30]=[CH:29][C:28]=2[O:33][C:34]([F:37])([F:36])[F:35])[C:19]=1[CH2:18][O:17][C:14]1[CH:15]=[CH:16][C:11]([C:7]2[S:6][C:5]([C:3]([NH:40][NH2:41])=[O:2])=[CH:9][C:8]=2[CH3:10])=[C:12]([CH3:38])[CH:13]=1)([CH3:26])[CH3:25], predict the reactants needed to synthesize it. (3) Given the product [CH3:34][O:33][C:26]1[CH:27]=[C:28]([O:31][CH3:32])[CH:29]=[CH:30][C:25]=1[C:22]1[CH:21]=[CH:20][CH:19]=[C:18]2[C:23]=1[CH2:24][N:16]([CH2:15][CH2:14][CH2:13][CH2:12][CH2:11][C:10]([NH:9][OH:8])=[O:36])[C:17]2=[O:35], predict the reactants needed to synthesize it. The reactants are: C([O:8][NH:9][C:10](=[O:36])[CH2:11][CH2:12][CH2:13][CH2:14][CH2:15][N:16]1[CH2:24][C:23]2[C:18](=[CH:19][CH:20]=[CH:21][C:22]=2[C:25]2[CH:30]=[CH:29][C:28]([O:31][CH3:32])=[CH:27][C:26]=2[O:33][CH3:34])[C:17]1=[O:35])C1C=CC=CC=1.[H][H]. (4) Given the product [F:1][C:2]1[CH:7]=[C:6]([C:8]([N:35]2[CH2:39][CH2:38][CH2:37][C@@H:36]2[CH2:40][OH:41])=[O:10])[CH:5]=[CH:4][C:3]=1[C:11]1[CH:16]=[CH:15][C:14]([O:17][CH2:18][CH:19]2[CH2:20][CH2:21][N:22]([CH2:25][C:26]3([C:30]([F:33])([F:31])[F:32])[CH2:29][CH2:28][CH2:27]3)[CH2:23][CH2:24]2)=[CH:13][C:12]=1[F:34], predict the reactants needed to synthesize it. The reactants are: [F:1][C:2]1[CH:7]=[C:6]([C:8]([OH:10])=O)[CH:5]=[CH:4][C:3]=1[C:11]1[CH:16]=[CH:15][C:14]([O:17][CH2:18][CH:19]2[CH2:24][CH2:23][N:22]([CH2:25][C:26]3([C:30]([F:33])([F:32])[F:31])[CH2:29][CH2:28][CH2:27]3)[CH2:21][CH2:20]2)=[CH:13][C:12]=1[F:34].[NH:35]1[CH2:39][CH2:38][CH2:37][C@@H:36]1[CH2:40][OH:41].C1C=CC2N(O)N=NC=2C=1.C(Cl)CCl.CCN(C(C)C)C(C)C. (5) Given the product [Cl:42][C:43]1[CH:48]=[CH:47][CH:46]=[CH:45][C:44]=1[CH2:49][S:50]([O:1][C:2]1[CH:10]=[CH:9][C:8]([C:11]2[N:12]([C:27]([O:29][C:30]([CH3:31])([CH3:33])[CH3:32])=[O:28])[C:13]3[C:18]([CH:19]=2)=[CH:17][C:16]([CH2:20][N:21]2[CH2:26][CH2:25][CH2:24][CH2:23][CH2:22]2)=[CH:15][CH:14]=3)=[C:7]2[C:3]=1[CH2:4][NH:5][C:6]2=[O:34])(=[O:52])=[O:51], predict the reactants needed to synthesize it. The reactants are: [OH:1][C:2]1[CH:10]=[CH:9][C:8]([C:11]2[N:12]([C:27]([O:29][C:30]([CH3:33])([CH3:32])[CH3:31])=[O:28])[C:13]3[C:18]([CH:19]=2)=[CH:17][C:16]([CH2:20][N:21]2[CH2:26][CH2:25][CH2:24][CH2:23][CH2:22]2)=[CH:15][CH:14]=3)=[C:7]2[C:3]=1[CH2:4][NH:5][C:6]2=[O:34].C(N(CC)CC)C.[Cl:42][C:43]1[CH:48]=[CH:47][CH:46]=[CH:45][C:44]=1[CH2:49][S:50](Cl)(=[O:52])=[O:51]. (6) Given the product [Br:1][C:2]1[CH:3]=[CH:4][CH:5]=[C:6]2[C:10]=1[NH:9][C:8]([C:11]([O:13][CH2:14][CH3:15])=[O:12])=[C:7]2[CH2:16][CH2:17][CH2:18][N:22]([CH2:20][CH3:21])[C:23]1[C:32]2[C:27](=[CH:28][CH:29]=[CH:30][CH:31]=2)[CH:26]=[CH:25][CH:24]=1, predict the reactants needed to synthesize it. The reactants are: [Br:1][C:2]1[CH:3]=[CH:4][CH:5]=[C:6]2[C:10]=1[NH:9][C:8]([C:11]([O:13][CH2:14][CH3:15])=[O:12])=[C:7]2[CH2:16][CH2:17][CH:18]=O.[CH2:20]([NH:22][C:23]1[C:32]2[C:27](=[CH:28][CH:29]=[CH:30][CH:31]=2)[CH:26]=[CH:25][CH:24]=1)[CH3:21].C(O[BH-](OC(=O)C)OC(=O)C)(=O)C.[Na+]. (7) Given the product [NH2:8][C:7]1[N:6]([CH3:9])[C:5](=[O:10])[N:4]([CH3:11])[C:3](=[O:12])[C:2]=1[NH:1][C:13](=[O:22])[CH:14]=[CH:15][C:16]1[CH:21]=[CH:20][CH:19]=[CH:18][CH:17]=1, predict the reactants needed to synthesize it. The reactants are: [NH2:1][C:2]1[C:3](=[O:12])[N:4]([CH3:11])[C:5](=[O:10])[N:6]([CH3:9])[C:7]=1[NH2:8].[C:13](O)(=[O:22])[CH:14]=[CH:15][C:16]1[CH:21]=[CH:20][CH:19]=[CH:18][CH:17]=1.CCN=C=NCCCN(C)C.